From a dataset of Full USPTO retrosynthesis dataset with 1.9M reactions from patents (1976-2016). Predict the reactants needed to synthesize the given product. (1) The reactants are: [N:1]1[C:10]2[C:5](=[CH:6][C:7]3[CH2:15][CH2:14][NH:13][CH2:12][CH2:11][C:8]=3[CH:9]=2)[CH:4]=[CH:3][CH:2]=1.[NH2:16][C:17]1[CH:33]=[CH:32][C:20]2[CH2:21][CH2:22][N:23]([C:26](=[O:31])[C:27]([F:30])([F:29])[F:28])[CH2:24][CH2:25][C:19]=2[CH:18]=1.S(=O)(=O)(O)[OH:35].II. Given the product [N:1]1[C:10]2[C:5](=[CH:6][C:7]3[CH2:15][CH2:14][NH:13][CH2:12][CH2:11][C:8]=3[CH:9]=2)[CH:4]=[CH:3][CH:2]=1.[F:29][C:27]([F:30])([F:28])[C:26]([N:23]1[CH2:24][CH2:25][C:19]2[CH:18]=[C:17]3[C:33]([CH:2]=[CH:3][C:4](=[O:35])[NH:16]3)=[CH:32][C:20]=2[CH2:21][CH2:22]1)=[O:31], predict the reactants needed to synthesize it. (2) The reactants are: [Cl:1][C:2]1[C:3]([C:24]2[N:28]3[CH:29]=[CH:30][CH:31]=[CH:32][C:27]3=[N:26][CH:25]=2)=[N:4][C:5]([NH:8][C:9]2[CH:14]=[CH:13][C:12]([O:15][CH:16]3[CH2:21][CH2:20][NH:19][CH2:18][CH2:17]3)=[CH:11][C:10]=2[O:22][CH3:23])=[N:6][CH:7]=1.C(N(CC)C(C)C)(C)C.[OH:42][CH:43]([CH3:47])[C:44](O)=[O:45]. Given the product [Cl:1][C:2]1[C:3]([C:24]2[N:28]3[CH:29]=[CH:30][CH:31]=[CH:32][C:27]3=[N:26][CH:25]=2)=[N:4][C:5]([NH:8][C:9]2[CH:14]=[CH:13][C:12]([O:15][CH:16]3[CH2:21][CH2:20][N:19]([C:44](=[O:45])[CH:43]([OH:42])[CH3:47])[CH2:18][CH2:17]3)=[CH:11][C:10]=2[O:22][CH3:23])=[N:6][CH:7]=1, predict the reactants needed to synthesize it. (3) Given the product [CH3:1][C:2]1[C:7]([N+:8]([O-:10])=[O:9])=[CH:6][CH:5]=[CH:4][C:3]=1[CH2:17][C:16]([OH:14])=[O:18], predict the reactants needed to synthesize it. The reactants are: [CH3:1][C:2]1[C:7]([N+:8]([O-:10])=[O:9])=[CH:6][CH:5]=[CH:4][C:3]=1CC#N.[OH-:14].[K+].[CH2:16]([OH:18])[CH3:17]. (4) The reactants are: [CH:1]([C:3]1[CH:4]=[CH:5][C:6]([N:11]2[CH:15]=[N:14][CH:13]=[N:12]2)=[C:7]([CH:10]=1)[C:8]#[N:9])=O.Cl.[NH2:17][OH:18].C([O-])(=O)C.[Na+].O. Given the product [OH:18][N:17]=[CH:1][C:3]1[CH:4]=[CH:5][C:6]([N:11]2[CH:15]=[N:14][CH:13]=[N:12]2)=[C:7]([CH:10]=1)[C:8]#[N:9], predict the reactants needed to synthesize it. (5) Given the product [NH2:18][C:10]1[C:11]2[C:16](=[CH:15][CH:14]=[CH:13][C:12]=2[F:17])[C:8]([C:6]2[CH:7]=[C:2]([C:31]3[CH:32]=[N:33][CH:34]=[C:29]([CH:30]=3)[C:27]#[N:28])[CH:3]=[CH:4][C:5]=2[F:26])([C:19]2[CH:24]=[CH:23][N:22]=[C:21]([CH3:25])[CH:20]=2)[N:9]=1, predict the reactants needed to synthesize it. The reactants are: Br[C:2]1[CH:3]=[CH:4][C:5]([F:26])=[C:6]([C:8]2([C:19]3[CH:24]=[CH:23][N:22]=[C:21]([CH3:25])[CH:20]=3)[C:16]3[C:11](=[C:12]([F:17])[CH:13]=[CH:14][CH:15]=3)[C:10]([NH2:18])=[N:9]2)[CH:7]=1.[C:27]([C:29]1[CH:30]=[C:31](B(O)O)[CH:32]=[N:33][CH:34]=1)#[N:28]. (6) Given the product [F:1][C:2]1[CH:3]=[C:4]([C:5]2[N:15]3[C:10]([CH:11]=[N:12][C:13]([NH:16][C:17]4[CH:22]=[CH:21][C:20]([O:23][CH3:24])=[CH:19][CH:18]=4)=[N:14]3)=[C:8]([CH3:9])[N:7]=2)[CH:25]=[CH:26][CH:27]=1, predict the reactants needed to synthesize it. The reactants are: [F:1][C:2]1[CH:3]=[C:4]([CH:25]=[CH:26][CH:27]=1)[C:5]([NH:7][CH:8]([C:10]1[N:15]=[N:14][C:13]([NH:16][C:17]2[CH:22]=[CH:21][C:20]([O:23][CH3:24])=[CH:19][CH:18]=2)=[N:12][CH:11]=1)[CH3:9])=O.P(Cl)(Cl)(Cl)=O. (7) Given the product [CH3:17][O:18][C:19]1[CH:24]=[C:23]([C:25]([F:26])([F:27])[F:28])[CH:22]=[CH:21][C:20]=1[C:29]1[C:38]2[C:33](=[CH:34][C:35]([S:39]([NH:7][C:4]3[CH:5]=[CH:6][N:1]=[CH:2][N:3]=3)(=[O:41])=[O:40])=[CH:36][CH:37]=2)[N:32]=[CH:31][N:30]=1, predict the reactants needed to synthesize it. The reactants are: [N:1]1[CH:6]=[CH:5][C:4]([NH2:7])=[N:3][CH:2]=1.C[Si](CCOCCl)(C)C.[CH3:17][O:18][C:19]1[CH:24]=[C:23]([C:25]([F:28])([F:27])[F:26])[CH:22]=[CH:21][C:20]=1[C:29]1[C:38]2[C:33](=[CH:34][C:35]([S:39](Cl)(=[O:41])=[O:40])=[CH:36][CH:37]=2)[N:32]=[CH:31][N:30]=1.CN1C=CN=C1.